Dataset: Forward reaction prediction with 1.9M reactions from USPTO patents (1976-2016). Task: Predict the product of the given reaction. (1) Given the reactants Cl.[NH2:2][NH2:3].[C:4]([CH:6]1[CH2:10][N:9]([C:11]([O:13][C:14]([CH3:17])([CH3:16])[CH3:15])=[O:12])[C:8]([CH3:19])([CH3:18])[C:7]1=O)#[N:5], predict the reaction product. The product is: [NH2:5][C:4]1[C:6]2[CH2:10][N:9]([C:11]([O:13][C:14]([CH3:17])([CH3:16])[CH3:15])=[O:12])[C:8]([CH3:19])([CH3:18])[C:7]=2[NH:2][N:3]=1. (2) The product is: [NH2:1][C:2]1[N:7]=[C:6]([C@H:8]([OH:10])[CH3:9])[CH:5]=[CH:4][N:3]=1. Given the reactants [NH2:1][C:2]1[N:7]=[C:6]([C:8](=[O:10])[CH3:9])[CH:5]=[CH:4][N:3]=1, predict the reaction product. (3) The product is: [N:18]1([CH2:17][CH2:16][CH2:15][C:11]2[CH:12]=[C:13]3[C:8](=[CH:9][CH:10]=2)[NH:7][C:6]([CH2:4][OH:3])=[CH:14]3)[CH2:22][CH2:21][CH2:20][CH2:19]1. Given the reactants C([O:3][C:4]([C:6]1[NH:7][C:8]2[C:13]([CH:14]=1)=[CH:12][C:11]([CH2:15][CH2:16][C:17](=O)[N:18]1[CH2:22][CH2:21][CH2:20][CH2:19]1)=[CH:10][CH:9]=2)=O)C.[H-].[Al+3].[Li+].[H-].[H-].[H-].O.[OH-].[Na+], predict the reaction product. (4) Given the reactants [F:1][C:2]1[CH:14]=[N:13][CH:12]=[CH:11][C:3]=1[C:4]([NH:6][CH2:7][C:8](=O)[CH3:9])=O.COC1C=CC(P2(=S)SP(=S)(C3C=CC(OC)=CC=3)[S:24]2)=CC=1, predict the reaction product. The product is: [F:1][C:2]1[CH:14]=[N:13][CH:12]=[CH:11][C:3]=1[C:4]1[S:24][C:8]([CH3:9])=[CH:7][N:6]=1.